The task is: Predict which catalyst facilitates the given reaction.. This data is from Catalyst prediction with 721,799 reactions and 888 catalyst types from USPTO. (1) Reactant: [CH2:1]=[CH:2][CH:3]=[CH2:4].[CH2:5]=[CH:6][C:7]1[CH:12]=[CH:11][CH:10]=[CH:9][CH:8]=1.[C:13](#[N:16])[CH:14]=[CH2:15].C([O-])(=O)CCCCCCC/C=C\CCCCCCCC.[K+].O=C[C@@H]([C@H]([C@@H]([C@@H](CO)O)O)O)O.[O-]P(OP([O-])([O-])=O)(=O)[O-].[Na+].[Na+].[Na+].[Na+].S(=O)(=O)(O)O. The catalyst class is: 6. Product: [CH2:5]=[CH:6][C:7]1[CH:12]=[CH:11][CH:10]=[CH:9][CH:8]=1.[CH2:1]=[CH:2][CH:3]=[CH2:4].[C:13](#[N:16])[CH:14]=[CH2:15]. (2) Reactant: [N:1]1[CH:2]=[CH:3][N:4]2[CH:9]=[C:8]([NH:10][C:11](=[O:29])[NH:12][C:13]3[CH:28]=[CH:27][C:16]([C:17]([NH:19][CH2:20][CH:21]4[CH2:26][CH2:25][CH2:24][CH2:23][O:22]4)=[O:18])=[CH:15][CH:14]=3)[CH:7]=[CH:6][C:5]=12.[Cl:30]N1C(=O)CCC1=O. Product: [Cl:30][C:3]1[N:4]2[CH:9]=[C:8]([NH:10][C:11]([NH:12][C:13]3[CH:28]=[CH:27][C:16]([C:17]([NH:19][CH2:20][CH:21]4[CH2:26][CH2:25][CH2:24][CH2:23][O:22]4)=[O:18])=[CH:15][CH:14]=3)=[O:29])[CH:7]=[CH:6][C:5]2=[N:1][CH:2]=1. The catalyst class is: 22. (3) Reactant: [F:1][C:2]1[CH:7]=[CH:6][C:5]([CH:8]2[N:13]3[N:14]=[C:15]([NH:17][C:18](=[O:24])[O:19][C:20]([CH3:23])([CH3:22])[CH3:21])[N:16]=[C:12]3[CH2:11][NH:10][CH2:9]2)=[CH:4][CH:3]=1.C=O.[C:27](O[BH-](OC(=O)C)OC(=O)C)(=O)C.[Na+].C(=O)(O)[O-].[Na+]. Product: [F:1][C:2]1[CH:7]=[CH:6][C:5]([CH:8]2[N:13]3[N:14]=[C:15]([NH:17][C:18](=[O:24])[O:19][C:20]([CH3:21])([CH3:23])[CH3:22])[N:16]=[C:12]3[CH2:11][N:10]([CH3:27])[CH2:9]2)=[CH:4][CH:3]=1. The catalyst class is: 68. (4) Reactant: O=[C:2]([C:9]1[CH:14]=[CH:13][N:12]=[CH:11][CH:10]=1)[CH2:3][C:4]([O:6][CH2:7][CH3:8])=[O:5].C([O-])(=O)C.[CH3:19][NH3+:20]. Product: [CH3:19][NH:20][C:2]([C:9]1[CH:14]=[CH:13][N:12]=[CH:11][CH:10]=1)=[CH:3][C:4]([O:6][CH2:7][CH3:8])=[O:5]. The catalyst class is: 8. (5) Reactant: [Cl:1][C:2]1[CH:3]=[C:4]([CH:7]=[C:8]([O:10][C:11]2[C:16](=[O:17])[NH:15][CH:14]=[N:13][C:12]=2[C:18]([F:21])([F:20])[F:19])[CH:9]=1)[C:5]#[N:6].[Li+].[Br-].[C:24](=[O:27])([O-])[O-].[K+].[K+].C[N:31]([CH:33]=O)C. Product: [Cl:1][C:2]1[CH:3]=[C:4]([CH:7]=[C:8]([O:10][C:11]2[C:16](=[O:17])[N:15]([CH2:7][C:4]3[CH:3]=[CH:33][N:31]=[N:6][C:5]=3[O:27][CH3:24])[CH:14]=[N:13][C:12]=2[C:18]([F:19])([F:20])[F:21])[CH:9]=1)[C:5]#[N:6]. The catalyst class is: 6. (6) Reactant: [Cl:1][C:2]1[CH:7]=[CH:6][C:5]([C:8]2[C:17]([O:18][CH2:19][C:20]#[N:21])=[CH:16][CH:15]=[C:14]3[C:9]=2[CH:10]=[CH:11][C:12]([CH2:22][NH:23][C:24]([C:26]2[C:30]4[CH:31]=[CH:32][CH:33]=[CH:34][C:29]=4[O:28][C:27]=2[CH2:35][CH2:36][CH2:37][CH3:38])=[O:25])=[CH:13]3)=[CH:4][CH:3]=1.[N-:39]=[N+:40]=[N-:41].[Na+].[Cl-].[NH4+].[OH-].[Na+]. Product: [Cl:1][C:2]1[CH:3]=[CH:4][C:5]([C:8]2[C:17]([O:18][CH2:19][C:20]3[NH:41][N:40]=[N:39][N:21]=3)=[CH:16][CH:15]=[C:14]3[C:9]=2[CH:10]=[CH:11][C:12]([CH2:22][NH:23][C:24]([C:26]2[C:30]4[CH:31]=[CH:32][CH:33]=[CH:34][C:29]=4[O:28][C:27]=2[CH2:35][CH2:36][CH2:37][CH3:38])=[O:25])=[CH:13]3)=[CH:6][CH:7]=1. The catalyst class is: 18. (7) Reactant: [CH3:1][O:2][CH2:3][O:4][CH2:5][C@@H:6]1[C@@H:11]2[CH2:12][CH2:13][C@@H:8]([CH:9]=[CH:10]2)[N:7]1[C@@H:14]([C:16]1[CH:21]=[CH:20][CH:19]=[CH:18][CH:17]=1)[CH3:15].B.C1C[O:26]CC1. Product: [CH3:1][O:2][CH2:3][O:4][CH2:5][C@@H:6]1[C@@H:11]2[CH2:12][CH2:13][C@@H:8]([C@@H:9]([OH:26])[CH2:10]2)[N:7]1[C@@H:14]([C:16]1[CH:21]=[CH:20][CH:19]=[CH:18][CH:17]=1)[CH3:15]. The catalyst class is: 1. (8) Reactant: [NH2:1][CH2:2][CH2:3][CH2:4][C@H:5]([NH:9][C:10]([C:12]1[S:13][C:14]([CH:17]([C:25]2[CH:30]=[CH:29][C:28]([Cl:31])=[CH:27][CH:26]=2)[C:18]2[CH:23]=[CH:22][C:21]([Cl:24])=[CH:20][CH:19]=2)=[CH:15][CH:16]=1)=[O:11])[C:6]([OH:8])=[O:7].[C:32]([OH:38])([C:34]([F:37])([F:36])[F:35])=[O:33].C(O)C.Cl.[C:43](=[NH:46])(O)[CH3:44]. Product: [Cl:24][C:21]1[CH:22]=[CH:23][C:18]([CH:17]([C:25]2[CH:26]=[CH:27][C:28]([Cl:31])=[CH:29][CH:30]=2)[C:14]2[S:13][C:12]([C:10]([NH:9][C@@H:5]([CH2:4][CH2:3][CH2:2][NH:1][C:43](=[NH:46])[CH3:44])[C:6]([OH:8])=[O:7])=[O:11])=[CH:16][CH:15]=2)=[CH:19][CH:20]=1.[C:32]([OH:38])([C:34]([F:37])([F:36])[F:35])=[O:33]. The catalyst class is: 424. (9) Reactant: F[S:2]([C:5]([C:8]([C:11]([C:14]([O:17][CH3:18])([F:16])[F:15])([F:13])[F:12])([F:10])[F:9])([F:7])[F:6])(=[O:4])=[O:3].[OH2:19].[OH-].[Li+:21].C(=O)=O.[OH-].[Li+]. Product: [S:2]([C:5]([C:8]([C:11]([C:14]([O:17][CH3:18])([F:16])[F:15])([F:13])[F:12])([F:10])[F:9])([F:7])[F:6])([O:19][Li:21])(=[O:4])=[O:3]. The catalyst class is: 6. (10) The catalyst class is: 26. Reactant: [CH3:1][C:2]1([CH3:15])[C@@H:4]2[CH2:5][C:6]3[C:10]([C@H:3]12)=[C:9]([CH3:11])[S:8][C:7]=3[C:12]([NH2:14])=O.CC[N+](S(N=C(OC)[O-])(=O)=O)(CC)CC.C(Cl)Cl.O. Product: [CH3:1][C:2]1([CH3:15])[C@@H:4]2[CH2:5][C:6]3[C:10]([C@H:3]12)=[C:9]([CH3:11])[S:8][C:7]=3[C:12]#[N:14].